Task: Predict the reaction yield, written as a fraction of the theoretical maximum amount of product (1.0 means a 100% yield; for example, 0.34 means a 34% yield).. Dataset: Reaction yield outcomes from USPTO patents with 853,638 reactions (1) The reactants are C(O)(=O)/C=C/C(O)=O.[CH3:9][O:10][C:11]1[CH:12]=[C:13]([N:17]2[CH2:22][CH2:21][NH:20][CH2:19][CH2:18]2)[CH:14]=[N:15][CH:16]=1.C(=O)([O-])O.[Na+].[C:28]([O:32][C:33](O[C:33]([O:32][C:28]([CH3:31])([CH3:30])[CH3:29])=[O:34])=[O:34])([CH3:31])([CH3:30])[CH3:29]. The catalyst is ClCCl. The product is [C:28]([O:32][C:33]([N:20]1[CH2:19][CH2:18][N:17]([C:13]2[CH:14]=[N:15][CH:16]=[C:11]([O:10][CH3:9])[CH:12]=2)[CH2:22][CH2:21]1)=[O:34])([CH3:31])([CH3:30])[CH3:29]. The yield is 1.00. (2) The reactants are [C:1]([O:5][C:6](=[O:31])[NH:7][C:8]1[C:17]([CH2:18][CH2:19][CH:20]=C)=[C:16]2[C:11]([CH2:12][CH2:13][C@@H:14]([C:22](C)(C)[O:23][SiH2]C(C)(C)C)[O:15]2)=[CH:10][CH:9]=1)([CH3:4])([CH3:3])[CH3:2].I([O-])(=O)(=O)=[O:33].[Na+]. The catalyst is O1CCCC1.O.C(OCC)(=O)C.[Os](=O)(=O)(=O)=O. The product is [C:1]([O:5][C:6]([N:7]1[C:8]2[C:17](=[C:16]3[C:11](=[CH:10][CH:9]=2)[CH2:12][CH2:13][C@@H:14]([CH2:22][OH:23])[O:15]3)[CH2:18][CH2:19][CH:20]1[OH:33])=[O:31])([CH3:3])([CH3:4])[CH3:2]. The yield is 0.760.